This data is from Reaction yield outcomes from USPTO patents with 853,638 reactions. The task is: Predict the reaction yield, written as a fraction of the theoretical maximum amount of product (1.0 means a 100% yield; for example, 0.34 means a 34% yield). (1) The reactants are [O:1]=[C:2]1[C:7]2[N:8]=[C:9]([CH2:23][CH2:24][CH3:25])[N:10]([C:11]3[CH:18]=[CH:17][C:14]([C:15]#N)=[CH:13][C:12]=3[C:19]([F:22])([F:21])[F:20])[C:6]=2[CH:5]=[CH:4][NH:3]1.[OH-:26].[Na+].ClCCl.C[OH:32]. The catalyst is C(O)C. The product is [O:1]=[C:2]1[C:7]2[N:8]=[C:9]([CH2:23][CH2:24][CH3:25])[N:10]([C:11]3[CH:18]=[CH:17][C:14]([C:15]([OH:32])=[O:26])=[CH:13][C:12]=3[C:19]([F:20])([F:21])[F:22])[C:6]=2[CH:5]=[CH:4][NH:3]1. The yield is 0.980. (2) The reactants are [OH:1][C:2]1[CH:7]=[C:6]([CH3:8])[C:5]([NH:9][CH:10]=[O:11])=[C:4]([CH3:12])[C:3]=1[CH3:13].Br[CH2:15][C:16]([CH3:25])=[CH:17][C:18]1[CH:23]=[CH:22][C:21]([F:24])=[CH:20][CH:19]=1. The catalyst is C(OCC)(=O)C.CCCCCC. The product is [F:24][C:21]1[CH:22]=[CH:23][C:18]([CH:17]=[C:16]([CH3:25])[CH2:15][O:1][C:2]2[CH:7]=[C:6]([CH3:8])[C:5]([NH:9][CH:10]=[O:11])=[C:4]([CH3:12])[C:3]=2[CH3:13])=[CH:19][CH:20]=1. The yield is 0.520.